Dataset: Reaction yield outcomes from USPTO patents with 853,638 reactions. Task: Predict the reaction yield, written as a fraction of the theoretical maximum amount of product (1.0 means a 100% yield; for example, 0.34 means a 34% yield). The reactants are Cl[C:2]1[N:7]=[C:6]([Cl:8])[N:5]=[C:4]([N:9]2[CH2:14][CH2:13][O:12][CH2:11][CH2:10]2)[N:3]=1.Cl.[CH:16]12[NH:23][CH:20]([CH2:21][CH2:22]1)[CH2:19][O:18][CH2:17]2.CCN(CC)CC. The catalyst is C(Cl)Cl. The product is [Cl:8][C:6]1[N:5]=[C:4]([N:9]2[CH2:14][CH2:13][O:12][CH2:11][CH2:10]2)[N:3]=[C:2]([N:23]2[CH:16]3[CH2:22][CH2:21][CH:20]2[CH2:19][O:18][CH2:17]3)[N:7]=1. The yield is 0.960.